From a dataset of Full USPTO retrosynthesis dataset with 1.9M reactions from patents (1976-2016). Predict the reactants needed to synthesize the given product. (1) Given the product [F:2][C:3]1[CH:4]=[C:5]([C:11]2[CH2:16][CH2:15][N:14]([S:25]([CH3:24])(=[O:27])=[O:26])[CH2:13][CH:12]=2)[CH:6]=[CH:7][C:8]=1[O:9][CH3:10], predict the reactants needed to synthesize it. The reactants are: Cl.[F:2][C:3]1[CH:4]=[C:5]([C:11]2[CH2:12][CH2:13][NH:14][CH2:15][CH:16]=2)[CH:6]=[CH:7][C:8]=1[O:9][CH3:10].C(N(CC)CC)C.[CH3:24][S:25](Cl)(=[O:27])=[O:26]. (2) Given the product [CH:16]([Si:4]([CH:1]([CH3:2])[CH3:3])([CH:13]([CH3:15])[CH3:14])[O:5][C:6]([C:8]1[O:9][CH:10]=[CH:11][CH:12]=1)=[CH:7][Cl:26])([CH3:18])[CH3:17], predict the reactants needed to synthesize it. The reactants are: [CH:1]([Si:4]([CH:16]([CH3:18])[CH3:17])([CH:13]([CH3:15])[CH3:14])[O:5][C:6]([C:8]1[O:9][CH:10]=[CH:11][CH:12]=1)=[CH2:7])([CH3:3])[CH3:2].C1C(=O)N([Cl:26])C(=O)C1.CCOCC. (3) Given the product [F:29][C:10]1[CH:9]=[C:8]([B:30]2[O:34][C:33]([CH3:36])([CH3:35])[C:32]([CH3:38])([CH3:37])[O:31]2)[CH:13]=[CH:12][C:11]=1[NH:14][C:15]([NH:17][C:18]1[CH:23]=[C:22]([C:24]([F:27])([F:26])[F:25])[CH:21]=[CH:20][C:19]=1[F:28])=[O:16], predict the reactants needed to synthesize it. The reactants are: O1CCOCC1.Br[C:8]1[CH:13]=[CH:12][C:11]([NH:14][C:15]([NH:17][C:18]2[CH:23]=[C:22]([C:24]([F:27])([F:26])[F:25])[CH:21]=[CH:20][C:19]=2[F:28])=[O:16])=[C:10]([F:29])[CH:9]=1.[B:30]1([B:30]2[O:34][C:33]([CH3:36])([CH3:35])[C:32]([CH3:38])([CH3:37])[O:31]2)[O:34][C:33]([CH3:36])([CH3:35])[C:32]([CH3:38])([CH3:37])[O:31]1.C([O-])(=O)C.[K+]. (4) Given the product [CH3:26][O:27][C:8]1[C:7]([C:17]([O:24][CH3:21])=[O:19])=[N:6][CH:5]=[C:2]([CH3:3])[N:1]=1, predict the reactants needed to synthesize it. The reactants are: [NH2:1][CH:2]([C:5]#[N:6])[C:3]#N.[C:7]1([CH3:17])C=CC(S([O-])(=O)=O)=C[CH:8]=1.C[O-:19].[Na+].[C:21]([OH:24])(=O)C.C[C:26](C=O)=[O:27].Cl. (5) Given the product [CH2:12]([CH:19]1[NH:27][CH:4]([CH:1]2[CH2:2][CH2:3]2)[CH2:26][C:21]2([O:25][CH2:24][CH2:23][O:22]2)[CH2:20]1)[C:13]1[CH:18]=[CH:17][CH:16]=[CH:15][CH:14]=1, predict the reactants needed to synthesize it. The reactants are: [CH:1]1([CH:4]=O)[CH2:3][CH2:2]1.[O-]S([O-])(=O)=O.[Mg+2].[CH2:12]([CH:19]([NH2:27])[CH2:20][C:21]1([CH3:26])[O:25][CH2:24][CH2:23][O:22]1)[C:13]1[CH:18]=[CH:17][CH:16]=[CH:15][CH:14]=1.CC1C=CC(S(O)(=O)=O)=CC=1.C([O-])(O)=O.[Na+]. (6) Given the product [F:15][C:14]1[C:9]([CH2:4][C:3]([OH:19])=[O:2])=[C:10]([N+:16]([O-:18])=[O:17])[CH:11]=[CH:12][CH:13]=1, predict the reactants needed to synthesize it. The reactants are: C[O:2][C:3](=[O:19])[CH:4]([C:9]1[C:14]([F:15])=[CH:13][CH:12]=[CH:11][C:10]=1[N+:16]([O-:18])=[O:17])C(OC)=O.Cl. (7) Given the product [CH2:33]([O:40][C:41]([N:43]1[CH:52]([C:53](=[O:54])[N:14]([CH2:13][C:10]2[CH:9]=[N:8][C:7]([N:4]([CH:1]3[CH2:2][CH2:3]3)[CH2:5][CH3:6])=[CH:12][CH:11]=2)[C:15]2[CH:16]=[CH:17][C:18]([F:21])=[CH:19][CH:20]=2)[CH2:51][C:50]2[C:45](=[CH:46][CH:47]=[CH:48][CH:49]=2)[CH2:44]1)=[O:42])[C:34]1[CH:35]=[CH:36][CH:37]=[CH:38][CH:39]=1, predict the reactants needed to synthesize it. The reactants are: [CH:1]1([N:4]([C:7]2[CH:12]=[CH:11][C:10]([CH2:13][NH:14][C:15]3[CH:20]=[CH:19][C:18]([F:21])=[CH:17][CH:16]=3)=[CH:9][N:8]=2)[CH2:5][CH3:6])[CH2:3][CH2:2]1.CN(C)CCCN=C=NCC.[CH2:33]([O:40][C:41]([N:43]1[CH:52]([C:53](O)=[O:54])[CH2:51][C:50]2[C:45](=[CH:46][CH:47]=[CH:48][CH:49]=2)[CH2:44]1)=[O:42])[C:34]1[CH:39]=[CH:38][CH:37]=[CH:36][CH:35]=1. (8) Given the product [CH2:2]([N:6]([CH2:17][CH2:18][CH2:19][CH3:20])[C:7]1[CH:14]=[CH:13][C:10]([CH:11]=[CH:29][C:28]2[CH2:27][C:26]([CH3:30])([CH3:31])[CH2:25][C:24](=[O:32])[C:23]=2[O:22][CH3:21])=[C:9]([O:15][CH3:16])[CH:8]=1)[CH2:3][CH2:4][CH3:5], predict the reactants needed to synthesize it. The reactants are: [Na].[CH2:2]([N:6]([CH2:17][CH2:18][CH2:19][CH3:20])[C:7]1[CH:14]=[CH:13][C:10]([CH:11]=O)=[C:9]([O:15][CH3:16])[CH:8]=1)[CH2:3][CH2:4][CH3:5].[CH3:21][O:22][C:23]1[C:24](=[O:32])[CH2:25][C:26]([CH3:31])([CH3:30])[CH2:27][C:28]=1[CH3:29].